Regression/Classification. Given a drug SMILES string, predict its absorption, distribution, metabolism, or excretion properties. Task type varies by dataset: regression for continuous measurements (e.g., permeability, clearance, half-life) or binary classification for categorical outcomes (e.g., BBB penetration, CYP inhibition). Dataset: cyp2d6_veith. From a dataset of CYP2D6 inhibition data for predicting drug metabolism from PubChem BioAssay. The molecule is CN1[C@@H](C[C@H](O)c2ccccc2)CCC[C@@H]1C[C@@H](O)c1ccccc1. The result is 1 (inhibitor).